Dataset: Reaction yield outcomes from USPTO patents with 853,638 reactions. Task: Predict the reaction yield, written as a fraction of the theoretical maximum amount of product (1.0 means a 100% yield; for example, 0.34 means a 34% yield). (1) The reactants are [CH:1]([C:3]1[N:4]([C:8]2[CH:15]=[CH:14][C:11]([C:12]#[N:13])=[CH:10][C:9]=2[CH3:16])[CH:5]=[CH:6][CH:7]=1)=O.[C:17]([O:23][CH2:24][CH3:25])(=[O:22])[CH2:18]C([O-])=O.[K+].CC(O)=O.N1CCCCC1. The catalyst is CN(C1C=CN=CC=1)C.CN(C=O)C.O. The product is [C:12]([C:11]1[CH:14]=[CH:15][C:8]([N:4]2[CH:5]=[CH:6][CH:7]=[C:3]2[CH:1]=[CH:18][C:17]([O:23][CH2:24][CH3:25])=[O:22])=[C:9]([CH3:16])[CH:10]=1)#[N:13]. The yield is 0.670. (2) The reactants are [C:1]([C:5]1[CH:10]=[C:9]([C:11]2[N:12]=[C:13]([CH2:16]O)[S:14][CH:15]=2)[CH:8]=[C:7]([C:18]([CH3:21])([CH3:20])[CH3:19])[C:6]=1[OH:22])([CH3:4])([CH3:3])[CH3:2].C(Br)(Br)(Br)[Br:24].C1C=CC(P(C2C=CC=CC=2)C2C=CC=CC=2)=CC=1. The catalyst is ClCCl. The product is [Br:24][CH2:16][C:13]1[S:14][CH:15]=[C:11]([C:9]2[CH:10]=[C:5]([C:1]([CH3:4])([CH3:3])[CH3:2])[C:6]([OH:22])=[C:7]([C:18]([CH3:21])([CH3:20])[CH3:19])[CH:8]=2)[N:12]=1. The yield is 0.920.